Dataset: Forward reaction prediction with 1.9M reactions from USPTO patents (1976-2016). Task: Predict the product of the given reaction. (1) Given the reactants Cl[C:2]1([C:13]2[CH:18]=[CH:17][CH:16]=[CH:15][C:14]=2[O:19][CH3:20])[C:10]2[C:5](=[CH:6][CH:7]=[C:8]([Cl:11])[CH:9]=2)[NH:4][C:3]1=[O:12].[CH2:21]([NH:23][C:24](=[O:31])[C@@H:25]1[CH2:29][CH:28]([F:30])[CH2:27][NH:26]1)[CH3:22], predict the reaction product. The product is: [Cl:11][C:8]1[CH:9]=[C:10]2[C:5](=[CH:6][CH:7]=1)[NH:4][C:3](=[O:12])[C:2]2([N:26]1[CH2:27][CH:28]([F:30])[CH2:29][C@H:25]1[C:24]([NH:23][CH2:21][CH3:22])=[O:31])[C:13]1[CH:18]=[CH:17][CH:16]=[CH:15][C:14]=1[O:19][CH3:20]. (2) Given the reactants [CH3:1][C:2]1[CH:6]=[CH:5][S:4][C:3]=1[C:7]([OH:9])=O.CN(C(ON1N=NC2C=CC=NC1=2)=[N+](C)C)C.F[P-](F)(F)(F)(F)F.CCN(C(C)C)C(C)C.[I-].[CH2:44]([N+:48]1[N:52]=[C:51]([CH3:53])[S:50][C:49]=1[CH3:54])[CH2:45][CH2:46][CH3:47], predict the reaction product. The product is: [CH2:44]([N:48]1[N:52]=[C:51]([CH3:53])[S:50]/[C:49]/1=[CH:54]\[C:7]([C:3]1[S:4][CH:5]=[CH:6][C:2]=1[CH3:1])=[O:9])[CH2:45][CH2:46][CH3:47]. (3) Given the reactants [O:1]=[C:2]1[CH2:7][CH2:6][N:5]([C:8]([O:10][CH2:11][C:12]2[CH:17]=[CH:16][CH:15]=[CH:14][CH:13]=2)=[O:9])[CH2:4][CH2:3]1.[BH4-].[Na+].[Cl-].[NH4+], predict the reaction product. The product is: [OH:1][CH:2]1[CH2:3][CH2:4][N:5]([C:8]([O:10][CH2:11][C:12]2[CH:17]=[CH:16][CH:15]=[CH:14][CH:13]=2)=[O:9])[CH2:6][CH2:7]1. (4) Given the reactants [C:1]([O:5][C:6]([N:8]1[CH2:14][CH:13]2[CH:9]1[CH2:10][NH:11][CH2:12]2)=[O:7])([CH3:4])([CH3:3])[CH3:2].[Br:15][C:16]1[CH:28]=[CH:27][C:26]2[C:25]3[C:20](=[CH:21][C:22](Br)=[CH:23][CH:24]=3)[C:19](=[O:30])[C:18]=2[CH:17]=1.CC(C)([O-])C.[Na+].C1(P(C2C=CC=CC=2)C2C=CC3C(=CC=CC=3)C=2C2C3C(=CC=CC=3)C=CC=2P(C2C=CC=CC=2)C2C=CC=CC=2)C=CC=CC=1, predict the reaction product. The product is: [C:1]([O:5][C:6]([N:8]1[CH2:14][C@@H:13]2[C@@H:9]1[CH2:10][N:11]([C:22]1[CH:23]=[CH:24][C:25]3[C:26]4[C:18](=[CH:17][C:16]([Br:15])=[CH:28][CH:27]=4)[C:19](=[O:30])[C:20]=3[CH:21]=1)[CH2:12]2)=[O:7])([CH3:4])([CH3:2])[CH3:3]. (5) Given the reactants [F:1][C:2]1[C:7](=[O:8])[N:6]([CH3:9])[C:5]([CH2:10][C:11]([O-:13])=O)=[N:4][C:3]=1[N:14]1[CH2:19][CH2:18][O:17][CH2:16][CH2:15]1.[Na+].[CH3:21][C@H:22]1[CH2:30][C:29]2[C:24](=[CH:25][CH:26]=[CH:27][CH:28]=2)[NH:23]1, predict the reaction product. The product is: [F:1][C:2]1[C:7](=[O:8])[N:6]([CH3:9])[C:5]([CH2:10][C:11]([N:23]2[C:24]3[C:29](=[CH:28][CH:27]=[CH:26][CH:25]=3)[CH2:30][C@@H:22]2[CH3:21])=[O:13])=[N:4][C:3]=1[N:14]1[CH2:19][CH2:18][O:17][CH2:16][CH2:15]1. (6) Given the reactants [CH2:1]([Li])[CH2:2][CH2:3][CH3:4].[CH:6]([Si:9]([C:16]#[CH:17])([CH:13]([CH3:15])[CH3:14])[CH:10]([CH3:12])[CH3:11])([CH3:8])[CH3:7].[CH:34]1[C:33]2[C:28](=[CH:29][C:30]3C(=O)[C:26]4[C:35](C(=O)[C:31]=3[CH:32]=2)=[CH:34][C:33]2[C:28](=[CH:29][CH:30]=[CH:31][CH:32]=2)[CH:27]=4)[CH:27]=[CH:26][CH:35]=1.O.O.[Sn](Cl)Cl, predict the reaction product. The product is: [CH:13]([Si:9]([C:16]#[C:17][C:29]1[C:28]2[C:2](=[CH:3][C:4]3[C:26]([CH:27]=2)=[CH:35][CH:34]=[CH:33][CH:32]=3)[C:1]([C:17]#[C:16][Si:9]([CH:10]([CH3:11])[CH3:12])([CH:6]([CH3:8])[CH3:7])[CH:13]([CH3:15])[CH3:14])=[C:35]2[C:34]=1[CH:33]=[C:32]1[C:27](=[CH:26]2)[CH:28]=[CH:29][CH:30]=[CH:31]1)([CH:10]([CH3:11])[CH3:12])[CH:6]([CH3:8])[CH3:7])([CH3:15])[CH3:14].